From a dataset of Catalyst prediction with 721,799 reactions and 888 catalyst types from USPTO. Predict which catalyst facilitates the given reaction. (1) Product: [CH:21]1([NH:24][C:25](=[O:43])[C:26]2[CH:31]=[C:30]([C:2]3[CH:3]=[C:4]4[C:9](=[CH:10][CH:11]=3)[C:8](=[O:12])[N:7]([CH2:13][C:14]([CH3:18])([CH3:17])[CH2:15][OH:16])[CH:6]=[C:5]4[CH:19]=[O:20])[C:29]([CH3:41])=[C:28]([F:42])[CH:27]=2)[CH2:22][CH2:23]1. Reactant: Br[C:2]1[CH:3]=[C:4]2[C:9](=[CH:10][CH:11]=1)[C:8](=[O:12])[N:7]([CH2:13][C:14]([CH3:18])([CH3:17])[CH2:15][OH:16])[CH:6]=[C:5]2[CH:19]=[O:20].[CH:21]1([NH:24][C:25](=[O:43])[C:26]2[CH:31]=[C:30](B3OC(C)(C)C(C)(C)O3)[C:29]([CH3:41])=[C:28]([F:42])[CH:27]=2)[CH2:23][CH2:22]1.C(=O)([O-])[O-].[K+].[K+]. The catalyst class is: 18. (2) Reactant: C(O)(C(F)(F)F)=O.[NH2:8][C:9]1[N:17]=[CH:16][N:15]=[C:14]2[C:10]=1[N:11]=[CH:12][N:13]2[C@H:18]1[C@@H:22]2[O:23]C(C)(C)[O:25][C@@H:21]2[C@@H:20]([CH2:28][N:29]([CH2:47][CH3:48])[CH2:30][CH2:31][CH2:32][NH:33][C:34]2[NH:38][C:37]3[CH:39]=[CH:40][C:41]([C:43]([CH3:46])([CH3:45])[CH3:44])=[CH:42][C:36]=3[N:35]=2)[O:19]1. Product: [NH2:8][C:9]1[N:17]=[CH:16][N:15]=[C:14]2[C:10]=1[N:11]=[CH:12][N:13]2[C@H:18]1[C@H:22]([OH:23])[C@H:21]([OH:25])[C@@H:20]([CH2:28][N:29]([CH2:30][CH2:31][CH2:32][NH:33][C:34]2[NH:38][C:37]3[CH:39]=[CH:40][C:41]([C:43]([CH3:44])([CH3:46])[CH3:45])=[CH:42][C:36]=3[N:35]=2)[CH2:47][CH3:48])[O:19]1. The catalyst class is: 6. (3) Reactant: [NH:1]1[C:9]2[C:4](=[CH:5][CH:6]=[C:7]([C:10]([OH:12])=O)[CH:8]=2)[CH:3]=[CH:2]1.C(Cl)Cl.N1C=CC=CC=1.O[NH:23][C:24](=[NH:33])[C:25]1[CH:30]=[CH:29][C:28]([O:31][CH3:32])=[CH:27][CH:26]=1. Product: [CH3:32][O:31][C:28]1[CH:29]=[CH:30][C:25]([C:24]2[N:23]=[C:10]([C:7]3[CH:8]=[C:9]4[C:4]([CH:3]=[CH:2][NH:1]4)=[CH:5][CH:6]=3)[O:12][N:33]=2)=[CH:26][CH:27]=1. The catalyst class is: 2. (4) Reactant: [F:1][C:2]([F:38])([F:37])[C:3]1[CH:4]=[C:5]([NH:9][C:10]([C:12]2[C:16]3[CH:17]=[CH:18][C:19]([O:21][C:22]4[CH:27]=[C:26]([CH2:28][O:29]CC5C=CC=CC=5)[N:25]=[CH:24][N:23]=4)=[CH:20][C:15]=3[O:14][CH:13]=2)=[O:11])[CH:6]=[CH:7][CH:8]=1.CS(O)(=O)=O.C([O-])([O-])=O.[Na+].[Na+]. Product: [F:37][C:2]([F:1])([F:38])[C:3]1[CH:4]=[C:5]([NH:9][C:10]([C:12]2[C:16]3[CH:17]=[CH:18][C:19]([O:21][C:22]4[CH:27]=[C:26]([CH2:28][OH:29])[N:25]=[CH:24][N:23]=4)=[CH:20][C:15]=3[O:14][CH:13]=2)=[O:11])[CH:6]=[CH:7][CH:8]=1. The catalyst class is: 2. (5) Reactant: [N+:1]([C:4]1[C:9]2[N:10]=[C:11]([CH2:13][N:14]3[CH2:19][CH2:18][N:17]([C:20]([O:22][C:23]([CH3:26])([CH3:25])[CH3:24])=[O:21])[CH2:16][CH2:15]3)[O:12][C:8]=2[CH:7]=[CH:6][CH:5]=1)([O-])=O.[H][H]. Product: [NH2:1][C:4]1[C:9]2[N:10]=[C:11]([CH2:13][N:14]3[CH2:19][CH2:18][N:17]([C:20]([O:22][C:23]([CH3:26])([CH3:25])[CH3:24])=[O:21])[CH2:16][CH2:15]3)[O:12][C:8]=2[CH:7]=[CH:6][CH:5]=1. The catalyst class is: 19. (6) Reactant: [Cl:1][C:2]1[N:7]=[C:6]([NH:8][CH2:9][CH2:10][CH2:11][O:12][C:13]2[CH:14]=[C:15]3[C:19](=[CH:20][CH:21]=2)[C@H:18]([CH2:22][C:23]([O:25][CH2:26][CH3:27])=[O:24])[CH2:17][CH2:16]3)[C:5]([Cl:28])=[CH:4][N:3]=1.[H-].[Na+].I[CH3:32]. Product: [Cl:1][C:2]1[N:7]=[C:6]([N:8]([CH3:32])[CH2:9][CH2:10][CH2:11][O:12][C:13]2[CH:14]=[C:15]3[C:19](=[CH:20][CH:21]=2)[C@H:18]([CH2:22][C:23]([O:25][CH2:26][CH3:27])=[O:24])[CH2:17][CH2:16]3)[C:5]([Cl:28])=[CH:4][N:3]=1. The catalyst class is: 3. (7) Reactant: [K].[C:2]1(=[O:12])[NH:6][C:5](=[O:7])[C:4]2=[CH:8][CH:9]=[CH:10][CH:11]=[C:3]12.[CH2:13]([C:17]1[C:21]([CH2:22]Cl)=[C:20]([CH3:24])[O:19][N:18]=1)[CH2:14][CH2:15][CH3:16]. Product: [CH2:13]([C:17]1[C:21]([CH2:22][N:6]2[C:2](=[O:12])[C:3]3[C:4](=[CH:8][CH:9]=[CH:10][CH:11]=3)[C:5]2=[O:7])=[C:20]([CH3:24])[O:19][N:18]=1)[CH2:14][CH2:15][CH3:16]. The catalyst class is: 18. (8) Reactant: [CH3:1][C:2]([CH3:16])([CH3:15])[C:3]#[C:4][C:5]1[CH:10]=[CH:9][CH:8]=[CH:7][C:6]=1[NH:11][C:12](=[O:14])[CH3:13].[H][H]. The catalyst class is: 19. Product: [CH3:1][C:2]([CH3:16])([CH3:15])[CH2:3][CH2:4][C:5]1[CH:10]=[CH:9][CH:8]=[CH:7][C:6]=1[NH:11][C:12](=[O:14])[CH3:13].